Predict which catalyst facilitates the given reaction. From a dataset of Catalyst prediction with 721,799 reactions and 888 catalyst types from USPTO. Reactant: [CH3:1][NH:2][C:3]1[N:8]=[C:7]([CH2:9][CH2:10][CH2:11][C:12]2[S:16][C:15]([CH2:17][C@@H:18]([C:20]([O:22][CH3:23])=[O:21])[NH2:19])=[CH:14][CH:13]=2)[CH:6]=[CH:5][CH:4]=1.CN1CCOCC1.[Cl:31][C:32]1[CH:40]=[CH:39][CH:38]=[C:37]([Cl:41])[C:33]=1[C:34](O)=[O:35].CN(C(ON1N=NC2C=CC=CC1=2)=[N+](C)C)C.[B-](F)(F)(F)F. Product: [Cl:31][C:32]1[CH:40]=[CH:39][CH:38]=[C:37]([Cl:41])[C:33]=1[C:34]([NH:19][C@H:18]([C:20]([O:22][CH3:23])=[O:21])[CH2:17][C:15]1[S:16][C:12]([CH2:11][CH2:10][CH2:9][C:7]2[CH:6]=[CH:5][CH:4]=[C:3]([NH:2][CH3:1])[N:8]=2)=[CH:13][CH:14]=1)=[O:35]. The catalyst class is: 3.